This data is from NCI-60 drug combinations with 297,098 pairs across 59 cell lines. The task is: Regression. Given two drug SMILES strings and cell line genomic features, predict the synergy score measuring deviation from expected non-interaction effect. (1) Drug 1: C1=CC(=CC=C1CCCC(=O)O)N(CCCl)CCCl. Drug 2: C1CN1P(=S)(N2CC2)N3CC3. Cell line: T-47D. Synergy scores: CSS=12.4, Synergy_ZIP=-9.83, Synergy_Bliss=-16.9, Synergy_Loewe=-15.0, Synergy_HSA=-14.4. (2) Drug 1: C1=CC(=CC=C1C#N)C(C2=CC=C(C=C2)C#N)N3C=NC=N3. Drug 2: CN(CCCl)CCCl.Cl. Cell line: RXF 393. Synergy scores: CSS=5.08, Synergy_ZIP=-3.38, Synergy_Bliss=-0.0198, Synergy_Loewe=-1.65, Synergy_HSA=-0.706. (3) Drug 1: C1CCC(CC1)NC(=O)N(CCCl)N=O. Drug 2: CC12CCC3C(C1CCC2O)C(CC4=C3C=CC(=C4)O)CCCCCCCCCS(=O)CCCC(C(F)(F)F)(F)F. Cell line: SK-MEL-28. Synergy scores: CSS=18.2, Synergy_ZIP=-4.14, Synergy_Bliss=-2.79, Synergy_Loewe=-4.96, Synergy_HSA=-4.26. (4) Drug 1: CC1=C(C=C(C=C1)C(=O)NC2=CC(=CC(=C2)C(F)(F)F)N3C=C(N=C3)C)NC4=NC=CC(=N4)C5=CN=CC=C5. Drug 2: CC(C)CN1C=NC2=C1C3=CC=CC=C3N=C2N. Cell line: SF-295. Synergy scores: CSS=4.60, Synergy_ZIP=1.52, Synergy_Bliss=3.59, Synergy_Loewe=3.73, Synergy_HSA=1.54. (5) Synergy scores: CSS=0.364, Synergy_ZIP=-0.312, Synergy_Bliss=-2.31, Synergy_Loewe=-3.43, Synergy_HSA=-3.11. Drug 2: C1=NNC2=C1C(=O)NC=N2. Cell line: SK-MEL-28. Drug 1: CS(=O)(=O)CCNCC1=CC=C(O1)C2=CC3=C(C=C2)N=CN=C3NC4=CC(=C(C=C4)OCC5=CC(=CC=C5)F)Cl.